Dataset: Catalyst prediction with 721,799 reactions and 888 catalyst types from USPTO. Task: Predict which catalyst facilitates the given reaction. Reactant: [Cl:1][C:2]1[CH:17]=[CH:16][C:15]([Cl:18])=[CH:14][C:3]=1[O:4][C:5]1[N:13]=[CH:12][CH:11]=[CH:10][C:6]=1[C:7]([OH:9])=O.[CH2:19]([C:21]1[CH:26]=[CH:25][CH:24]=[CH:23][C:22]=1[NH2:27])[CH3:20].[CH2:28](N(CC)CC)C.[I-].ClC1C=CC=C[N+]=1C.[H-].[Na+].IC. Product: [Cl:1][C:2]1[CH:17]=[CH:16][C:15]([Cl:18])=[CH:14][C:3]=1[O:4][C:5]1[N:13]=[CH:12][CH:11]=[CH:10][C:6]=1[C:7]([N:27]([C:22]1[CH:23]=[CH:24][CH:25]=[CH:26][C:21]=1[CH2:19][CH3:20])[CH3:28])=[O:9]. The catalyst class is: 139.